Dataset: Full USPTO retrosynthesis dataset with 1.9M reactions from patents (1976-2016). Task: Predict the reactants needed to synthesize the given product. The reactants are: [CH3:1][N:2]1[CH2:7][CH2:6][N:5]([CH2:8][C:9]([O-:11])=O)[CH2:4][CH:3]1[CH2:12][O:13][Si:14]([CH:21]([CH3:23])[CH3:22])([CH:18]([CH3:20])[CH3:19])[CH:15]([CH3:17])[CH3:16].[Na+].[F:25][C:26]1[CH:27]=[CH:28][C:29]([NH:32][NH2:33])=[N:30][CH:31]=1.C1C=CC2N(O)N=NC=2C=1.O.C(Cl)CCl. Given the product [F:25][C:26]1[CH:27]=[CH:28][C:29]([NH:32][NH:33][C:9](=[O:11])[CH2:8][N:5]2[CH2:6][CH2:7][N:2]([CH3:1])[CH:3]([CH2:12][O:13][Si:14]([CH:21]([CH3:22])[CH3:23])([CH:18]([CH3:19])[CH3:20])[CH:15]([CH3:16])[CH3:17])[CH2:4]2)=[N:30][CH:31]=1, predict the reactants needed to synthesize it.